Task: Predict the reactants needed to synthesize the given product.. Dataset: Full USPTO retrosynthesis dataset with 1.9M reactions from patents (1976-2016) (1) The reactants are: [Cl:1][C:2]1[CH:7]=[CH:6][N:5]=[C:4]2[CH:8]=[C:9]([Sn](CCCC)(CCCC)CCCC)[S:10][C:3]=12.Br[C:25]1[CH:26]=[N:27][C:28](=[O:39])[N:29]([CH2:31][CH2:32][N:33]2[CH2:38][CH2:37][O:36][CH2:35][CH2:34]2)[CH:30]=1. Given the product [Cl:1][C:2]1[CH:7]=[CH:6][N:5]=[C:4]2[CH:8]=[C:9]([C:25]3[CH:26]=[N:27][C:28](=[O:39])[N:29]([CH2:31][CH2:32][N:33]4[CH2:34][CH2:35][O:36][CH2:37][CH2:38]4)[CH:30]=3)[S:10][C:3]=12, predict the reactants needed to synthesize it. (2) Given the product [NH2:1][C:2]1[N:3]=[CH:4][C:5]([C:23]2[CH:28]=[CH:27][N:26]=[C:25]([NH:29][C:30](=[O:32])[CH3:31])[CH:24]=2)=[CH:6][C:7]=1[N:8]1[CH2:12][CH2:11][CH2:10][C:9]1=[O:13], predict the reactants needed to synthesize it. The reactants are: [NH2:1][C:2]1[C:7]([N:8]2[CH2:12][CH2:11][CH2:10][C:9]2=[O:13])=[CH:6][C:5](Br)=[CH:4][N:3]=1.CC1(C)C(C)(C)OB([C:23]2[CH:28]=[CH:27][N:26]=[C:25]([NH:29][C:30](=[O:32])[CH3:31])[CH:24]=2)O1.C(=O)([O-])[O-].[Na+].[Na+]. (3) Given the product [C:23]([NH:19][C:18]1[NH:17][C:15](=[O:16])[C:14]2[N:13]=[CH:12][N:11]([C:21]=2[N:20]=1)[C@@H:3]1[O:10][C@H:7]([CH:8]([C:23](=[O:1])[CH:24]([CH3:26])[CH3:25])[OH:9])[C@@:5]([C:23](=[O:27])[CH:24]([CH3:26])[CH3:25])([OH:6])[CH2:4]1)(=[O:27])[CH:24]([CH3:26])[CH3:25], predict the reactants needed to synthesize it. The reactants are: [OH-:1].[Na+].[C@@H:3]1([N:11]2[C:21]3[N:20]=[C:18]([NH2:19])[NH:17][C:15](=[O:16])[C:14]=3[N:13]=[CH:12]2)[O:10][C@H:7]([CH2:8][OH:9])[C@@H:5]([OH:6])[CH2:4]1.Cl.[C:23](Cl)(=[O:27])[CH:24]([CH3:26])[CH3:25]. (4) Given the product [CH3:1][N:2]1[C:7]([CH3:8])=[CH:6][C:5](=[O:9])[C:4]([O:10][CH2:11][C:12]2[CH:17]=[CH:16][CH:15]=[CH:14][CH:13]=2)=[C:3]1[CH2:18][NH2:19], predict the reactants needed to synthesize it. The reactants are: [CH3:1][N:2]1[C:7]([CH3:8])=[CH:6][C:5](=[O:9])[C:4]([O:10][CH2:11][C:12]2[CH:17]=[CH:16][CH:15]=[CH:14][CH:13]=2)=[C:3]1[CH2:18][N:19]1C(=O)C2=CC=CC=C2C1=O.O.Cl. (5) Given the product [C:12]([C:11]1[CH:14]=[C:15]([C:18]([F:20])([F:21])[F:19])[CH:16]=[CH:17][C:10]=1[N:9]1[CH2:8][CH2:7][O:6][C:5]2[CH:22]=[C:23]([S:25]([Cl:24])(=[O:27])=[O:26])[C:2]([F:1])=[CH:3][C:4]1=2)#[N:13], predict the reactants needed to synthesize it. The reactants are: [F:1][C:2]1[CH:23]=[CH:22][C:5]2[O:6][CH2:7][CH2:8][N:9]([C:10]3[CH:17]=[CH:16][C:15]([C:18]([F:21])([F:20])[F:19])=[CH:14][C:11]=3[C:12]#[N:13])[C:4]=2[CH:3]=1.[Cl:24][S:25](O)(=[O:27])=[O:26].